From a dataset of Catalyst prediction with 721,799 reactions and 888 catalyst types from USPTO. Predict which catalyst facilitates the given reaction. (1) Reactant: [CH2:1]([O:3][C:4](=[O:18])[CH2:5][C:6]([C:8]1[C:9](OC)=[N:10][C:11]([S:14][CH3:15])=[N:12][CH:13]=1)=[O:7])[CH3:2].[C:19](OC(=O)C)(=O)C.C(OC(OCC)OCC)C.[C:36]([C:38]1[CH:43]=[CH:42][C:41]([NH2:44])=[CH:40][CH:39]=1)#[CH:37].C([O-])([O-])=O.[K+].[K+]. Product: [CH2:1]([O:3][C:4]([C:5]1[C:6](=[O:7])[C:8]2[CH:13]=[N:12][C:11]([S:14][CH3:15])=[N:10][C:9]=2[N:44]([C:41]2[CH:42]=[CH:43][C:38]([CH2:36][CH3:37])=[CH:39][CH:40]=2)[CH:19]=1)=[O:18])[CH3:2]. The catalyst class is: 6. (2) Reactant: [CH:1]1([C:7]([OH:38])([C:32]2[CH:37]=[CH:36][CH:35]=[CH:34][CH:33]=2)[C:8]([O:10][CH2:11][CH:12]2[CH2:17][CH2:16][N:15]([CH2:18][CH2:19][CH2:20][CH2:21][CH2:22][CH2:23][CH2:24][CH2:25][CH2:26][CH:27]3OCC[O:28]3)[CH2:14][CH2:13]2)=[O:9])[CH2:6][CH2:5][CH2:4][CH2:3][CH2:2]1.Cl. Product: [CH:32]1([C:7]([OH:38])([C:1]2[CH:6]=[CH:5][CH:4]=[CH:3][CH:2]=2)[C:8]([O:10][CH2:11][CH:12]2[CH2:13][CH2:14][N:15]([CH2:18][CH2:19][CH2:20][CH2:21][CH2:22][CH2:23][CH2:24][CH2:25][CH2:26][CH:27]=[O:28])[CH2:16][CH2:17]2)=[O:9])[CH2:37][CH2:36][CH2:35][CH2:34][CH2:33]1. The catalyst class is: 56.